The task is: Predict the reactants needed to synthesize the given product.. This data is from Full USPTO retrosynthesis dataset with 1.9M reactions from patents (1976-2016). (1) The reactants are: [CH:1]([C:3]1[CH:13]=[C:12]([O:14][CH3:15])[C:6]([O:7][CH2:8][C:9]([NH2:11])=[O:10])=[C:5]([O:16][CH3:17])[CH:4]=1)=O.C([O-])([O-])=O.[Na+].[Na+].[ClH:24].CO.C(O[CH:30](OCC)[CH2:31][NH:32][CH2:33][C:34]1[CH:39]=[CH:38][CH:37]=[C:36]([O:40][CH2:41][CH3:42])[C:35]=1[OH:43])C. Given the product [ClH:24].[CH2:41]([O:40][C:36]1[C:35]([OH:43])=[C:34]2[C:39]([C:30]([CH2:1][C:3]3[CH:13]=[C:12]([O:14][CH3:15])[C:6]([O:7][CH2:8][C:9]([NH2:11])=[O:10])=[C:5]([O:16][CH3:17])[CH:4]=3)=[CH:31][N:32]=[CH:33]2)=[CH:38][CH:37]=1)[CH3:42], predict the reactants needed to synthesize it. (2) Given the product [NH2:25][C:5]1[CH:4]=[CH:3][C:2]([CH3:1])=[CH:7][C:6]=1[NH:8][CH:9]1[CH2:10][CH2:11][N:12]([C@H:15]2[CH2:20][CH2:19][C@@H:18]([O:21][CH2:22][CH2:23][CH3:24])[CH2:17][CH2:16]2)[CH2:13][CH2:14]1, predict the reactants needed to synthesize it. The reactants are: [CH3:1][C:2]1[CH:3]=[CH:4][C:5]([N+:25]([O-])=O)=[C:6]([NH:8][CH:9]2[CH2:14][CH2:13][N:12]([C@H:15]3[CH2:20][CH2:19][C@@H:18]([O:21][CH2:22][CH2:23][CH3:24])[CH2:17][CH2:16]3)[CH2:11][CH2:10]2)[CH:7]=1.O.NN. (3) Given the product [NH2:28][S:29]([C:32]1[CH:37]=[CH:36][C:35]([NH:38][C:39](=[O:42])[CH2:40][N:13]2[CH:14]=[CH:15][C:16]([C:17]([F:18])([F:19])[F:20])=[C:11]([O:10][C:8]3[CH:7]=[C:4]([C:5]#[N:6])[CH:3]=[C:2]([Cl:1])[CH:9]=3)[C:12]2=[O:21])=[C:34]([Cl:43])[CH:33]=1)(=[O:31])=[O:30], predict the reactants needed to synthesize it. The reactants are: [Cl:1][C:2]1[CH:3]=[C:4]([CH:7]=[C:8]([O:10][C:11]2[C:12](=[O:21])[NH:13][CH:14]=[CH:15][C:16]=2[C:17]([F:20])([F:19])[F:18])[CH:9]=1)[C:5]#[N:6].C(=O)([O-])[O-].[K+].[K+].[NH2:28][S:29]([C:32]1[CH:37]=[CH:36][C:35]([NH:38][C:39](=[O:42])[CH2:40]Br)=[C:34]([Cl:43])[CH:33]=1)(=[O:31])=[O:30]. (4) Given the product [Br:18][C:14]1[N:13]=[C:12]([C:9]2[S:8][C:7]([C@@H:4]3[CH2:5][O:6][C:27](=[O:29])[NH:3]3)=[N:11][CH:10]=2)[CH:17]=[CH:16][CH:15]=1, predict the reactants needed to synthesize it. The reactants are: Cl.Cl.[NH2:3][C@H:4]([C:7]1[S:8][C:9]([C:12]2[CH:17]=[CH:16][CH:15]=[C:14]([Br:18])[N:13]=2)=[CH:10][N:11]=1)[CH2:5][OH:6].C(N(CC)CC)C.Cl[C:27](Cl)([O:29]C(=O)OC(Cl)(Cl)Cl)Cl.O. (5) Given the product [O:32]=[C:31]([CH:25]1[CH2:24][CH2:23][C:22]2[C:27](=[CH:28][N:20]([C:1]([C:14]3[CH:19]=[CH:18][CH:17]=[CH:16][CH:15]=3)([C:2]3[CH:7]=[CH:6][CH:5]=[CH:4][CH:3]=3)[C:8]3[CH:9]=[CH:10][CH:11]=[CH:12][CH:13]=3)[N:21]=2)[C:26]1=[O:29])[C:30]([O:35][CH2:36][CH3:37])=[O:34], predict the reactants needed to synthesize it. The reactants are: [C:1]([N:20]1[CH:28]=[C:27]2[C:22]([CH2:23][CH2:24][CH2:25][C:26]2=[O:29])=[N:21]1)([C:14]1[CH:19]=[CH:18][CH:17]=[CH:16][CH:15]=1)([C:8]1[CH:13]=[CH:12][CH:11]=[CH:10][CH:9]=1)[C:2]1[CH:7]=[CH:6][CH:5]=[CH:4][CH:3]=1.[C:30]([O:35][CH2:36][CH3:37])(=[O:34])[C:31]([O-])=[O:32]. (6) Given the product [F:22][C:23]1[CH:24]=[C:25]([CH2:30][CH2:31][C@H:32]2[C:41]3[C:36](=[CH:37][C:38]([O:44][CH3:45])=[C:39]([O:42][CH3:43])[CH:40]=3)[CH2:35][CH2:34][N:33]2[C@H:4]([C:5]2[CH:6]=[CH:7][CH:8]=[CH:9][CH:10]=2)[C:1]([NH2:2])=[O:3])[CH:26]=[CH:27][C:28]=1[CH3:29], predict the reactants needed to synthesize it. The reactants are: [C:1]([CH:4](OS(C1C=CC(C)=CC=1)(=O)=O)[C:5]1[CH:10]=[CH:9][CH:8]=[CH:7][CH:6]=1)(=[O:3])[NH2:2].[F:22][C:23]1[CH:24]=[C:25]([CH2:30][CH2:31][C@H:32]2[C:41]3[C:36](=[CH:37][C:38]([O:44][CH3:45])=[C:39]([O:42][CH3:43])[CH:40]=3)[CH2:35][CH2:34][NH:33]2)[CH:26]=[CH:27][C:28]=1[CH3:29]. (7) Given the product [Cl:21][C:20]1[CH:19]=[CH:18][C:17]([C:22]([O:24][CH3:25])=[O:23])=[C:16]2[C:15]=1[N:14]=[C:13]1[N:8]([C:5]3[CH:6]=[CH:7][C:2]([O:31][CH3:30])=[CH:3][C:4]=3[Cl:26])[CH2:9][CH2:10][CH2:11][N:12]21, predict the reactants needed to synthesize it. The reactants are: Br[C:2]1[CH:7]=[CH:6][C:5]([N:8]2[C:13]3=[N:14][C:15]4[C:16](=[C:17]([C:22]([O:24][CH3:25])=[O:23])[CH:18]=[CH:19][C:20]=4[Cl:21])[N:12]3[CH2:11][CH2:10][CH2:9]2)=[C:4]([Cl:26])[CH:3]=1.C[O-].[Na+].[C:30](=O)([O-])[O-:31].[K+].[K+].CI.